From a dataset of Full USPTO retrosynthesis dataset with 1.9M reactions from patents (1976-2016). Predict the reactants needed to synthesize the given product. Given the product [CH3:19][NH:20][C:2]1[N:7]=[C:6]2[N:8]([CH3:15])[C:9]([C:11]([F:14])([F:13])[F:12])=[N:10][C:5]2=[CH:4][C:3]=1[N+:16]([O-:18])=[O:17], predict the reactants needed to synthesize it. The reactants are: Cl[C:2]1[N:7]=[C:6]2[N:8]([CH3:15])[C:9]([C:11]([F:14])([F:13])[F:12])=[N:10][C:5]2=[CH:4][C:3]=1[N+:16]([O-:18])=[O:17].[CH3:19][NH2:20].